This data is from Catalyst prediction with 721,799 reactions and 888 catalyst types from USPTO. The task is: Predict which catalyst facilitates the given reaction. (1) Reactant: [Cl:1][S:2]([N:5]=[C:6]=[O:7])(=[O:4])=[O:3].[NH2:8][C:9]1[CH:14]=[CH:13][C:12]([CH3:15])=[CH:11][CH:10]=1. Product: [CH3:15][C:12]1[CH:13]=[CH:14][C:9]([NH:8][C:6](=[O:7])[NH:5][S:2]([Cl:1])(=[O:4])=[O:3])=[CH:10][CH:11]=1. The catalyst class is: 27. (2) Reactant: [F:1][C:2]1[CH:3]=[C:4]([C:8](=[O:25])[CH2:9][CH2:10][C:11]([NH:13][C:14]2[CH:19]=[CH:18][C:17]([O:20][C:21]([F:24])([F:23])[F:22])=[CH:16][CH:15]=2)=[O:12])[CH:5]=[CH:6][CH:7]=1.[BH4-].[Na+]. Product: [F:1][C:2]1[CH:3]=[C:4]([CH:8]([OH:25])[CH2:9][CH2:10][C:11]([NH:13][C:14]2[CH:19]=[CH:18][C:17]([O:20][C:21]([F:23])([F:24])[F:22])=[CH:16][CH:15]=2)=[O:12])[CH:5]=[CH:6][CH:7]=1. The catalyst class is: 8. (3) Reactant: [F:1][C:2]1[CH:7]=[CH:6][C:5]([OH:8])=[CH:4][CH:3]=1.[C:9]([O-:12])([O-])=O.[Cs+].[Cs+].[CH3:15][N:16]1[C:21](=O)[N:20]([CH3:23])[CH2:19][CH2:18]C1. Product: [CH2:19]([N:20]1[C:23]([CH:9]=[O:12])=[CH:15][N:16]=[C:21]1[O:8][C:5]1[CH:6]=[CH:7][C:2]([F:1])=[CH:3][CH:4]=1)[CH3:18]. The catalyst class is: 521. (4) Reactant: [Cl:1][C:2]1[CH:3]=[C:4]([C:8]2[O:12][N:11]=[C:10]([CH2:13][N:14]3[CH2:19][CH2:18][NH:17][CH2:16][CH2:15]3)[N:9]=2)[CH:5]=[CH:6][CH:7]=1.[C:20](=[O:23])([O-])[O-].[K+].[K+].Cl[C:27]1C=C[S:29][C:28]=1C(OCC)=O.C(OCC)(=O)C. The catalyst class is: 1. Product: [CH2:28]([S:29][C:20]([N:17]1[CH2:16][CH2:15][N:14]([CH2:13][C:10]2[N:9]=[C:8]([C:4]3[CH:5]=[CH:6][CH:7]=[C:2]([Cl:1])[CH:3]=3)[O:12][N:11]=2)[CH2:19][CH2:18]1)=[O:23])[CH3:27]. (5) Reactant: [NH2:1][C:2]1[O:6][N:5]=[C:4]([C:7]2[CH:12]=[CH:11][CH:10]=[C:9]([O:13][C:14]([F:17])([F:16])[F:15])[CH:8]=2)[C:3]=1[C:18]([OH:20])=O.Cl.C(N=C=NCCCN(C)C)C.[Cl:33][C:34]1[CH:35]=[C:36]([N:41]2[CH2:46][CH2:45][NH:44][CH2:43][CH2:42]2)[CH:37]=[CH:38][C:39]=1[Cl:40]. Product: [NH2:1][C:2]1[O:6][N:5]=[C:4]([C:7]2[CH:12]=[CH:11][CH:10]=[C:9]([O:13][C:14]([F:15])([F:16])[F:17])[CH:8]=2)[C:3]=1[C:18]([N:44]1[CH2:43][CH2:42][N:41]([C:36]2[CH:37]=[CH:38][C:39]([Cl:40])=[C:34]([Cl:33])[CH:35]=2)[CH2:46][CH2:45]1)=[O:20]. The catalyst class is: 4. (6) Reactant: [S:1]1[CH:5]=[CH:4][C:3]2[CH:6]=[CH:7][CH:8]=[C:9]([CH2:10][C:11]#[N:12])[C:2]1=2.CC([OH:17])(C)C.[OH-].[K+]. Product: [S:1]1[CH:5]=[CH:4][C:3]2[CH:6]=[CH:7][CH:8]=[C:9]([CH2:10][C:11]([NH2:12])=[O:17])[C:2]1=2. The catalyst class is: 13. (7) Reactant: [CH2:1]1[C:11]2=[C:12]3[C:7](=[CH:8][CH:9]=[CH:10]2)[C:6]([C:13]2(O)[CH2:18][CH2:17][N:16](C(OC(C)(C)C)=O)[CH2:15][CH2:14]2)=[CH:5][CH:4]=[C:3]3[CH2:2]1.C([SiH](CC)CC)C.FC(F)(F)C(O)=O.[OH-].[K+]. Product: [CH2:1]1[C:11]2=[C:12]3[C:7](=[CH:8][CH:9]=[CH:10]2)[C:6]([CH:13]2[CH2:18][CH2:17][NH:16][CH2:15][CH2:14]2)=[CH:5][CH:4]=[C:3]3[CH2:2]1. The catalyst class is: 98. (8) Reactant: [CH2:1]([O:3][C:4](=[O:26])[C:5]1[CH:10]=[CH:9][C:8]([NH:11][C:12](=[O:25])[CH2:13][CH2:14][N:15]2[CH:23]=[N:22][C:21]3[C:20](=[O:24])[NH:19][CH:18]=[N:17][C:16]2=3)=[CH:7][CH:6]=1)[CH3:2].[CH2:27](Br)[C:28]1[CH:33]=[CH:32][CH:31]=[CH:30][CH:29]=1. Product: [CH2:1]([O:3][C:4](=[O:26])[C:5]1[CH:10]=[CH:9][C:8]([NH:11][C:12](=[O:25])[CH2:13][CH2:14][N:15]2[CH:23]=[N:22][C:21]3[C:20](=[O:24])[N:19]([CH2:27][C:28]4[CH:33]=[CH:32][CH:31]=[CH:30][CH:29]=4)[CH:18]=[N:17][C:16]2=3)=[CH:7][CH:6]=1)[CH3:2]. The catalyst class is: 9. (9) Reactant: C(OC([NH:8][CH2:9][CH2:10][C:11]([O:13][CH2:14][C@@H:15]([O:49][C:50](=[O:61])[CH2:51][CH2:52][NH:53]C(OC(C)(C)C)=O)[CH2:16][O:17][C:18]1[CH:23]=[CH:22][C:21]([C:24]2[C:29]([C:30]#[N:31])=[C:28]([S:32][CH2:33][C:34]3[N:35]=[C:36]([C:39]4[CH:44]=[CH:43][C:42]([Cl:45])=[CH:41][CH:40]=4)[O:37][CH:38]=3)[N:27]=[C:26]([NH2:46])[C:25]=2[C:47]#[N:48])=[CH:20][CH:19]=1)=[O:12])=O)(C)(C)C.[ClH:62]. Product: [ClH:45].[ClH:62].[NH2:8][CH2:9][CH2:10][C:11]([O:13][CH2:14][C@@H:15]([O:49][C:50](=[O:61])[CH2:51][CH2:52][NH2:53])[CH2:16][O:17][C:18]1[CH:23]=[CH:22][C:21]([C:24]2[C:29]([C:30]#[N:31])=[C:28]([S:32][CH2:33][C:34]3[N:35]=[C:36]([C:39]4[CH:40]=[CH:41][C:42]([Cl:45])=[CH:43][CH:44]=4)[O:37][CH:38]=3)[N:27]=[C:26]([NH2:46])[C:25]=2[C:47]#[N:48])=[CH:20][CH:19]=1)=[O:12]. The catalyst class is: 268.